From a dataset of NCI-60 drug combinations with 297,098 pairs across 59 cell lines. Regression. Given two drug SMILES strings and cell line genomic features, predict the synergy score measuring deviation from expected non-interaction effect. (1) Drug 1: CC1C(C(CC(O1)OC2CC(CC3=C2C(=C4C(=C3O)C(=O)C5=C(C4=O)C(=CC=C5)OC)O)(C(=O)C)O)N)O.Cl. Drug 2: C(CN)CNCCSP(=O)(O)O. Cell line: RXF 393. Synergy scores: CSS=9.46, Synergy_ZIP=-2.38, Synergy_Bliss=0.418, Synergy_Loewe=-9.28, Synergy_HSA=-0.590. (2) Drug 1: C1=CN(C=N1)CC(O)(P(=O)(O)O)P(=O)(O)O. Drug 2: CC12CCC3C(C1CCC2OP(=O)(O)O)CCC4=C3C=CC(=C4)OC(=O)N(CCCl)CCCl.[Na+]. Cell line: SK-MEL-28. Synergy scores: CSS=16.6, Synergy_ZIP=-0.276, Synergy_Bliss=5.58, Synergy_Loewe=0.282, Synergy_HSA=0.443. (3) Drug 1: CC12CCC(CC1=CCC3C2CCC4(C3CC=C4C5=CN=CC=C5)C)O. Drug 2: CC1=C2C(C(=O)C3(C(CC4C(C3C(C(C2(C)C)(CC1OC(=O)C(C(C5=CC=CC=C5)NC(=O)OC(C)(C)C)O)O)OC(=O)C6=CC=CC=C6)(CO4)OC(=O)C)OC)C)OC. Cell line: UACC-257. Synergy scores: CSS=33.7, Synergy_ZIP=4.61, Synergy_Bliss=5.04, Synergy_Loewe=-1.17, Synergy_HSA=6.14. (4) Drug 1: C(=O)(N)NO. Drug 2: COCCOC1=C(C=C2C(=C1)C(=NC=N2)NC3=CC=CC(=C3)C#C)OCCOC.Cl. Cell line: OVCAR-5. Synergy scores: CSS=3.05, Synergy_ZIP=-2.17, Synergy_Bliss=0.639, Synergy_Loewe=-6.28, Synergy_HSA=-2.52. (5) Drug 1: CS(=O)(=O)C1=CC(=C(C=C1)C(=O)NC2=CC(=C(C=C2)Cl)C3=CC=CC=N3)Cl. Drug 2: CC1=C2C(C(=O)C3(C(CC4C(C3C(C(C2(C)C)(CC1OC(=O)C(C(C5=CC=CC=C5)NC(=O)OC(C)(C)C)O)O)OC(=O)C6=CC=CC=C6)(CO4)OC(=O)C)O)C)O. Cell line: RPMI-8226. Synergy scores: CSS=77.1, Synergy_ZIP=22.7, Synergy_Bliss=21.6, Synergy_Loewe=-23.3, Synergy_HSA=16.8.